From a dataset of Catalyst prediction with 721,799 reactions and 888 catalyst types from USPTO. Predict which catalyst facilitates the given reaction. (1) Reactant: [Br:1][C:2]1[CH:7]=[C:6](N)[CH:5]=[CH:4][C:3]=1[CH3:9].N([O-])=[O:11].[Na+]. Product: [Br:1][C:2]1[CH:7]=[C:6]([OH:11])[CH:5]=[CH:4][C:3]=1[CH3:9]. The catalyst class is: 445. (2) Reactant: C(OC([NH:8][CH2:9][C:10]([NH:12][CH:13]([C:20]1[CH:25]=[C:24]([C:26]([CH3:29])([CH3:28])[CH3:27])[CH:23]=[C:22]([C:30]([CH3:33])([CH3:32])[CH3:31])[CH:21]=1)[CH2:14][C:15]([O:17][CH2:18][CH3:19])=[O:16])=[O:11])=O)(C)(C)C.[ClH:34]. Product: [ClH:34].[NH2:8][CH2:9][C:10]([NH:12][C@H:13]([C:20]1[CH:25]=[C:24]([C:26]([CH3:29])([CH3:28])[CH3:27])[CH:23]=[C:22]([C:30]([CH3:31])([CH3:33])[CH3:32])[CH:21]=1)[CH2:14][C:15]([O:17][CH2:18][CH3:19])=[O:16])=[O:11]. The catalyst class is: 12. (3) Product: [C:12]1([C:4]2[C:13]3[C:8](=[CH:9][CH:10]=[CH:11][CH:12]=3)[CH:7]=[CH:6][CH:5]=2)[C:11]([OH:14])=[CH:10][CH:9]=[C:8]2[C:13]=1[CH:4]=[CH:5][CH:6]=[CH:7]2. The catalyst class is: 5. Reactant: C(O[C:4]1[C:13]2[C:8](=[CH:9][CH:10]=[CH:11][CH:12]=2)[CH:7]=[CH:6][CH:5]=1)=C.[OH2:14]. (4) Reactant: [CH2:1](Cl)CCl.[CH3:5][CH2:6][C:7]1[C:12]2[NH:13][C:14]([CH2:17][NH2:18])=[C:15]([CH3:16])[C:11]=2[CH:10]=[CH:9][CH:8]=1.Cl.[O:20]=[C:21]1[CH2:26][O:25][C:24]2[CH:27]=[C:28](/[CH:31]=[CH:32]/[C:33]([OH:35])=O)[CH:29]=[N:30][C:23]=2[NH:22]1.C1C=CC2N(O)N=NC=2C=1.CCN(C(C)C)C(C)C. Product: [CH2:6]([C:7]1[CH:8]=[CH:9][CH:10]=[C:11]2[C:12]=1[NH:13][C:14]([CH2:17][N:18]([CH3:1])[C:33](=[O:35])/[CH:32]=[CH:31]/[C:28]1[CH:29]=[N:30][C:23]3[NH:22][C:21](=[O:20])[CH2:26][O:25][C:24]=3[CH:27]=1)=[C:15]2[CH3:16])[CH3:5]. The catalyst class is: 18.